From a dataset of NCI-60 drug combinations with 297,098 pairs across 59 cell lines. Regression. Given two drug SMILES strings and cell line genomic features, predict the synergy score measuring deviation from expected non-interaction effect. (1) Cell line: UO-31. Synergy scores: CSS=23.0, Synergy_ZIP=0.405, Synergy_Bliss=-0.616, Synergy_Loewe=-34.8, Synergy_HSA=-4.87. Drug 2: CCC(=C(C1=CC=CC=C1)C2=CC=C(C=C2)OCCN(C)C)C3=CC=CC=C3.C(C(=O)O)C(CC(=O)O)(C(=O)O)O. Drug 1: CN(CC1=CN=C2C(=N1)C(=NC(=N2)N)N)C3=CC=C(C=C3)C(=O)NC(CCC(=O)O)C(=O)O. (2) Drug 1: C1CCC(C1)C(CC#N)N2C=C(C=N2)C3=C4C=CNC4=NC=N3. Drug 2: CC1CCCC2(C(O2)CC(NC(=O)CC(C(C(=O)C(C1O)C)(C)C)O)C(=CC3=CSC(=N3)C)C)C. Cell line: COLO 205. Synergy scores: CSS=-1.93, Synergy_ZIP=4.84, Synergy_Bliss=8.72, Synergy_Loewe=-8.15, Synergy_HSA=-0.426. (3) Cell line: SR. Drug 2: CC1C(C(CC(O1)OC2CC(CC3=C2C(=C4C(=C3O)C(=O)C5=CC=CC=C5C4=O)O)(C(=O)C)O)N)O. Synergy scores: CSS=33.3, Synergy_ZIP=1.26, Synergy_Bliss=-2.65, Synergy_Loewe=-22.7, Synergy_HSA=-3.19. Drug 1: C1CN(P(=O)(OC1)NCCCl)CCCl. (4) Drug 1: C1=NC2=C(N=C(N=C2N1C3C(C(C(O3)CO)O)O)F)N. Drug 2: C1CC(=O)NC(=O)C1N2C(=O)C3=CC=CC=C3C2=O. Cell line: HS 578T. Synergy scores: CSS=0.429, Synergy_ZIP=-0.103, Synergy_Bliss=-3.90, Synergy_Loewe=-5.10, Synergy_HSA=-5.68.